Dataset: Peptide-MHC class I binding affinity with 185,985 pairs from IEDB/IMGT. Task: Regression. Given a peptide amino acid sequence and an MHC pseudo amino acid sequence, predict their binding affinity value. This is MHC class I binding data. (1) The peptide sequence is RTPKKTKANPL. The binding affinity (normalized) is 0.730. The MHC is Mamu-A01 with pseudo-sequence Mamu-A01. (2) The peptide sequence is VVPDGYNLMGK. The MHC is H-2-Kb with pseudo-sequence H-2-Kb. The binding affinity (normalized) is 0. (3) The peptide sequence is LVFTRAICK. The MHC is HLA-B27:05 with pseudo-sequence HLA-B27:05. The binding affinity (normalized) is 0.0847. (4) The peptide sequence is TIHHASAPL. The MHC is HLA-B15:01 with pseudo-sequence HLA-B15:01. The binding affinity (normalized) is 0.853. (5) The peptide sequence is IMEIVSHLRA. The MHC is HLA-A68:02 with pseudo-sequence HLA-A68:02. The binding affinity (normalized) is 0.0862. (6) The peptide sequence is KLRSSPPIPM. The MHC is HLA-A02:06 with pseudo-sequence HLA-A02:06. The binding affinity (normalized) is 0.288.